Predict the product of the given reaction. From a dataset of Forward reaction prediction with 1.9M reactions from USPTO patents (1976-2016). Given the reactants [NH:1]1[CH2:6][CH2:5][CH:4]([NH:7][C:8]2[S:9][C:10]([C:13]([F:16])([F:15])[F:14])=[N:11][N:12]=2)[CH2:3][CH2:2]1.[F:17][C:18]1[CH:19]=[C:20]([CH:23]=[CH:24][C:25]=1[CH3:26])[CH2:21]Br.N12CCCNC1=NCCC2, predict the reaction product. The product is: [F:17][C:18]1[CH:19]=[C:20]([CH:23]=[CH:24][C:25]=1[CH3:26])[CH2:21][N:1]1[CH2:6][CH2:5][CH:4]([NH:7][C:8]2[S:9][C:10]([C:13]([F:16])([F:14])[F:15])=[N:11][N:12]=2)[CH2:3][CH2:2]1.